From a dataset of Reaction yield outcomes from USPTO patents with 853,638 reactions. Predict the reaction yield, written as a fraction of the theoretical maximum amount of product (1.0 means a 100% yield; for example, 0.34 means a 34% yield). (1) The reactants are Br[C:2]1[CH:7]=[C:6]([Cl:8])[CH:5]=[CH:4][C:3]=1[NH:9][C:10](=O)[CH2:11][CH3:12].[NH2:14][C:15]1[C:16]([CH3:25])=[C:17]([CH:22]=[CH:23][CH:24]=1)[C:18]([O:20][CH3:21])=[O:19].C1C=CC(P(C2C(OC3C(P(C4C=CC=CC=4)C4C=CC=CC=4)=CC=CC=3)=CC=CC=2)C2C=CC=CC=2)=CC=1.P([O-])([O-])([O-])=O.[K+].[K+].[K+]. The catalyst is C1(C)C=CC=CC=1.[Cl-].[Na+].O.C1C=CC(/C=C/C(/C=C/C2C=CC=CC=2)=O)=CC=1.C1C=CC(/C=C/C(/C=C/C2C=CC=CC=2)=O)=CC=1.C1C=CC(/C=C/C(/C=C/C2C=CC=CC=2)=O)=CC=1.[Pd].[Pd]. The product is [Cl:8][C:6]1[CH:5]=[CH:4][C:3]2[N:9]=[C:10]([CH2:11][CH3:12])[N:14]([C:15]3[C:16]([CH3:25])=[C:17]([CH:22]=[CH:23][CH:24]=3)[C:18]([O:20][CH3:21])=[O:19])[C:2]=2[CH:7]=1. The yield is 0.360. (2) The reactants are [CH2:1]([C:5]1[N:6]=[C:7](SC)[NH:8][C:9](=[O:26])[C:10]=1[CH2:11][C:12]1[CH:17]=[CH:16][C:15]([C:18]2[C:19]([C:24]#[N:25])=[CH:20][CH:21]=[CH:22][CH:23]=2)=[CH:14][CH:13]=1)[CH2:2][CH2:3][CH3:4]. The catalyst is [Ni].COCCOCCOC. The product is [CH2:1]([C:5]1[N:6]=[CH:7][NH:8][C:9](=[O:26])[C:10]=1[CH2:11][C:12]1[CH:17]=[CH:16][C:15]([C:18]2[C:19]([C:24]#[N:25])=[CH:20][CH:21]=[CH:22][CH:23]=2)=[CH:14][CH:13]=1)[CH2:2][CH2:3][CH3:4]. The yield is 0.630. (3) The reactants are [Cl:1][C:2]1[N:7]=[C:6](/[CH:8]=[C:9](/[C:11]2[CH:12]=[C:13]([NH:17][S:18]([C:21]3[C:26]([F:27])=[CH:25][CH:24]=[CH:23][C:22]=3[F:28])(=[O:20])=[O:19])[CH:14]=[CH:15][CH:16]=2)\O)[CH:5]=[CH:4][N:3]=1.[CH3:29][C:30]([CH3:35])([CH3:34])[C:31](=[S:33])[NH2:32]. No catalyst specified. The product is [Cl:1][C:2]1[N:7]=[C:6]([C:8]2[S:33][C:31]([C:30]([CH3:35])([CH3:34])[CH3:29])=[N:32][C:9]=2[C:11]2[CH:12]=[C:13]([NH:17][S:18]([C:21]3[C:26]([F:27])=[CH:25][CH:24]=[CH:23][C:22]=3[F:28])(=[O:20])=[O:19])[CH:14]=[CH:15][CH:16]=2)[CH:5]=[CH:4][N:3]=1. The yield is 0.533. (4) The reactants are [C:1]([C:5]1[CH:6]=[C:7]2[C:12](=[CH:13][CH:14]=1)[CH:11]=[C:10]([C:15]([O:17]C)=[O:16])[CH:9]=[CH:8]2)([CH3:4])([CH3:3])[CH3:2].[OH-].[Na+]. The catalyst is CO. The product is [C:1]([C:5]1[CH:6]=[C:7]2[C:12](=[CH:13][CH:14]=1)[CH:11]=[C:10]([C:15]([OH:17])=[O:16])[CH:9]=[CH:8]2)([CH3:4])([CH3:2])[CH3:3]. The yield is 0.770.